This data is from Reaction yield outcomes from USPTO patents with 853,638 reactions. The task is: Predict the reaction yield, written as a fraction of the theoretical maximum amount of product (1.0 means a 100% yield; for example, 0.34 means a 34% yield). (1) The reactants are [NH2:1][C:2]1[CH:7]=[CH:6][CH:5]=[CH:4][N:3]=1.Br[CH2:9][C:10](=O)[C:11]([O:13][CH2:14][CH3:15])=[O:12]. The catalyst is C1COCC1. The product is [N:1]1[C:10]([C:11]([O:13][CH2:14][CH3:15])=[O:12])=[CH:9][N:3]2[CH:4]=[CH:5][CH:6]=[CH:7][C:2]=12. The yield is 0.600. (2) The reactants are C([O:4][CH2:5][C:6]1[C:7]([N:39]2[CH2:51][CH2:50][N:42]3[C:43]4[CH2:44][CH2:45][CH2:46][CH2:47][C:48]=4[CH:49]=[C:41]3[C:40]2=[O:52])=[N:8][CH:9]=[CH:10][C:11]=1[C:12]1[CH:17]=[C:16]([NH:18][C:19]2[CH:24]=[CH:23][C:22]([N:25]3[CH2:30][CH2:29][N:28]([CH:31]4[CH2:34][O:33][CH2:32]4)[CH2:27][C@@H:26]3[CH2:35][CH3:36])=[CH:21][N:20]=2)[C:15](=[O:37])[N:14]([CH3:38])[CH:13]=1)(=O)C.[Li+].[OH-]. The catalyst is CC(O)C.C1COCC1.O. The product is [CH2:35]([C@H:26]1[CH2:27][N:28]([CH:31]2[CH2:32][O:33][CH2:34]2)[CH2:29][CH2:30][N:25]1[C:22]1[CH:23]=[CH:24][C:19]([NH:18][C:16]2[C:15](=[O:37])[N:14]([CH3:38])[CH:13]=[C:12]([C:11]3[CH:10]=[CH:9][N:8]=[C:7]([N:39]4[CH2:51][CH2:50][N:42]5[C:43]6[CH2:44][CH2:45][CH2:46][CH2:47][C:48]=6[CH:49]=[C:41]5[C:40]4=[O:52])[C:6]=3[CH2:5][OH:4])[CH:17]=2)=[N:20][CH:21]=1)[CH3:36]. The yield is 0.250. (3) The reactants are [CH3:1][N:2]([C:4]([O:6][C:7]([CH3:10])([CH3:9])[CH3:8])=[O:5])[NH2:3].Cl[CH2:12]/[CH:13]=[CH:14]\[CH2:15]Cl. No catalyst specified. The product is [N:3]1([N:2]([CH3:1])[C:4](=[O:5])[O:6][C:7]([CH3:10])([CH3:9])[CH3:8])[CH2:15][CH:14]=[CH:13][CH2:12]1. The yield is 0.860. (4) The reactants are [CH2:1]([O:8][CH2:9][CH2:10][OH:11])[C:2]1[CH:7]=[CH:6][CH:5]=[CH:4][CH:3]=1.[O:12]1[CH:17]2[CH:13]1[CH2:14][O:15][CH2:16]2.C(=O)(O)[O-].[Na+]. The catalyst is ClCCl. The product is [CH2:1]([O:8][CH2:9][CH2:10][O:11][C@@H:17]1[CH2:16][O:15][CH2:14][C@H:13]1[OH:12])[C:2]1[CH:7]=[CH:6][CH:5]=[CH:4][CH:3]=1. The yield is 0.820. (5) The reactants are I[CH2:2][CH3:3].[Br:4][C:5]1[CH:6]=[C:7]([SH:11])[CH:8]=[CH:9][CH:10]=1.C(#N)C.C(=O)([O-])[O-].[K+].[K+]. The catalyst is C(OCC)(=O)C. The product is [Br:4][C:5]1[CH:10]=[CH:9][CH:8]=[C:7]([S:11][CH2:2][CH3:3])[CH:6]=1. The yield is 1.00. (6) The reactants are [OH:1]O.[Cl:3][C:4]1[CH:5]=[C:6]([C:10]2[C:15]([O:16][CH3:17])=[CH:14][CH:13]=[C:12]([S:18][C:19]3[CH:24]=[CH:23][C:22]([NH:25][C:26]([NH:28][CH2:29][CH3:30])=[O:27])=[CH:21][CH:20]=3)[CH:11]=2)[CH:7]=[CH:8][CH:9]=1. The catalyst is C(O)(=O)C. The product is [Cl:3][C:4]1[CH:5]=[C:6]([C:10]2[C:15]([O:16][CH3:17])=[CH:14][CH:13]=[C:12]([S:18]([C:19]3[CH:24]=[CH:23][C:22]([NH:25][C:26]([NH:28][CH2:29][CH3:30])=[O:27])=[CH:21][CH:20]=3)=[O:1])[CH:11]=2)[CH:7]=[CH:8][CH:9]=1. The yield is 0.680.